This data is from Full USPTO retrosynthesis dataset with 1.9M reactions from patents (1976-2016). The task is: Predict the reactants needed to synthesize the given product. Given the product [Br:27][C:28]1[CH:29]=[N:30][C:31]([NH:26][CH2:25][CH:22]2[CH2:21][CH2:20][N:19]([C:17]([C@@H:15]3[CH2:16][C@H:14]3[C:8]3[CH:9]=[CH:10][CH:11]=[CH:12][CH:13]=3)=[O:18])[CH2:24][CH2:23]2)=[N:32][CH:33]=1, predict the reactants needed to synthesize it. The reactants are: FC(F)(F)C(O)=O.[C:8]1([C@@H:14]2[CH2:16][C@H:15]2[C:17]([N:19]2[CH2:24][CH2:23][CH:22]([CH2:25][NH2:26])[CH2:21][CH2:20]2)=[O:18])[CH:13]=[CH:12][CH:11]=[CH:10][CH:9]=1.[Br:27][C:28]1[CH:29]=[N:30][C:31](Cl)=[N:32][CH:33]=1.C(=O)([O-])[O-].[Cs+].[Cs+].